This data is from Catalyst prediction with 721,799 reactions and 888 catalyst types from USPTO. The task is: Predict which catalyst facilitates the given reaction. (1) Reactant: [Cl:1][C:2]([Cl:34])([Cl:33])[CH2:3][O:4][C:5](=[O:32])[NH:6][C:7]1[N:8]([C:16]2[CH:21]=[CH:20][CH:19]=[C:18]([O:22][CH2:23][CH2:24][O:25]C3CCCCO3)[CH:17]=2)[N:9]=[C:10]([C:12]([CH3:15])([CH3:14])[CH3:13])[CH:11]=1.C1(C)C=CC(S([O-])(=O)=O)=CC=1.[NH+]1C=CC=CC=1. Product: [Cl:33][C:2]([Cl:1])([Cl:34])[CH2:3][O:4][C:5](=[O:32])[NH:6][C:7]1[N:8]([C:16]2[CH:21]=[CH:20][CH:19]=[C:18]([O:22][CH2:23][CH2:24][OH:25])[CH:17]=2)[N:9]=[C:10]([C:12]([CH3:15])([CH3:14])[CH3:13])[CH:11]=1. The catalyst class is: 5. (2) Reactant: C([O:8][C:9]1[CH:24]=[CH:23][C:22]([C:25](=[O:41])[CH2:26][O:27][C:28]([O:30][C:31]2[CH:36]=[CH:35][C:34]([C:37]([CH3:40])([CH3:39])[CH3:38])=[CH:33][CH:32]=2)=[O:29])=[CH:21][C:10]=1[C:11]([O:13]CC1C=CC=CC=1)=[O:12])C1C=CC=CC=1.[H][H]. Product: [C:37]([C:34]1[CH:33]=[CH:32][C:31]([O:30][C:28]([O:27][CH2:26][C:25]([C:22]2[CH:23]=[CH:24][C:9]([OH:8])=[C:10]([CH:21]=2)[C:11]([OH:13])=[O:12])=[O:41])=[O:29])=[CH:36][CH:35]=1)([CH3:40])([CH3:38])[CH3:39]. The catalyst class is: 153. (3) Reactant: [C:1]12([C:11](Cl)=[O:12])[CH2:10][CH:5]3[CH2:6][CH:7]([CH2:9][CH:3]([CH2:4]3)[CH2:2]1)[CH2:8]2.BrC(F)(F)C[OH:17].C(N(CC)CC)C. Product: [C:1]12([C:11]([OH:12])=[O:17])[CH2:10][CH:5]3[CH2:6][CH:7]([CH2:9][CH:3]([CH2:4]3)[CH2:2]1)[CH2:8]2. The catalyst class is: 7.